This data is from Forward reaction prediction with 1.9M reactions from USPTO patents (1976-2016). The task is: Predict the product of the given reaction. (1) Given the reactants [NH2:1][C:2]1[CH:3]=[C:4]([CH:7]=[CH:8][CH:9]=1)[CH2:5][OH:6].[C:10](OC(=O)C)(=[O:12])[CH3:11], predict the reaction product. The product is: [OH:6][CH2:5][C:4]1[CH:3]=[C:2]([NH:1][C:10](=[O:12])[CH3:11])[CH:9]=[CH:8][CH:7]=1. (2) Given the reactants Cl[C:2]1[CH:7]=[CH:6][N:5]=[C:4]2[N:8]([CH2:12][C:13]3[CH:18]=[CH:17][C:16]([O:19][CH3:20])=[CH:15][CH:14]=3)[N:9]=[C:10]([I:11])[C:3]=12.[OH:21][C:22]1[CH:23]=[C:24]([CH:30]=[CH:31][CH:32]=1)[C:25]([O:27][CH2:28][CH3:29])=[O:26].C([O-])([O-])=O.[K+].[K+], predict the reaction product. The product is: [I:11][C:10]1[C:3]2[C:4](=[N:5][CH:6]=[CH:7][C:2]=2[O:21][C:22]2[CH:23]=[C:24]([CH:30]=[CH:31][CH:32]=2)[C:25]([O:27][CH2:28][CH3:29])=[O:26])[N:8]([CH2:12][C:13]2[CH:18]=[CH:17][C:16]([O:19][CH3:20])=[CH:15][CH:14]=2)[N:9]=1.